Dataset: Rat liver microsome stability data. Task: Regression/Classification. Given a drug SMILES string, predict its absorption, distribution, metabolism, or excretion properties. Task type varies by dataset: regression for continuous measurements (e.g., permeability, clearance, half-life) or binary classification for categorical outcomes (e.g., BBB penetration, CYP inhibition). Dataset: rlm. (1) The molecule is CNc1oc(-c2ccccc2-c2ccccc2)nc1C#N. The result is 1 (stable in rat liver microsomes). (2) The result is 1 (stable in rat liver microsomes). The drug is COC(=O)c1ccccc1NC(=O)c1ccccc1OC(F)F.